Dataset: CYP1A2 inhibition data for predicting drug metabolism from PubChem BioAssay. Task: Regression/Classification. Given a drug SMILES string, predict its absorption, distribution, metabolism, or excretion properties. Task type varies by dataset: regression for continuous measurements (e.g., permeability, clearance, half-life) or binary classification for categorical outcomes (e.g., BBB penetration, CYP inhibition). Dataset: cyp1a2_veith. The drug is N[C@@H](CCP(=O)(O)O)C(=O)O. The result is 1 (inhibitor).